This data is from Experimentally validated miRNA-target interactions with 360,000+ pairs, plus equal number of negative samples. The task is: Binary Classification. Given a miRNA mature sequence and a target amino acid sequence, predict their likelihood of interaction. (1) The miRNA is mmu-miR-1938 with sequence CGGUGGGACUUGUAGUUCGGUC. The protein sequence of the target gene is MVVPGPLALSLLLSSLTLLVSHLSSSQDIASESSSEQQMCTRREHPIVAFEDLKPWVFNFTYPGVRDFSQLALDPSRNQLIVGARNYLFRLSLANVSLLQATEWASSEDTRRSCQSKGKTEEECQNYVRVLIVSGRKVFMCGTNAFSPVCSSRQVGNLSRTIEKINGVARCPYDPRHNSTAVISSQGELYAATVIDFSGRDPAIYRSLGSGPPLRTAQYNSKWLNEPNFVAAFDIGLFAYFFLRENAVEHDCGRTVYSRVARVCKNDVGGRFLLEDTWTTFMKARLNCSRPGEVPFYYNE.... Result: 0 (no interaction). (2) The miRNA is hsa-miR-1281 with sequence UCGCCUCCUCCUCUCCC. The protein sequence of the target gene is MVEKKTSVRSQDPGQRRVLDRAARQRRINRQLEALENDNFQDDPHAGLPQLGKRLPQFDDDADTGKKKKKTRGDHFKLRFRKNFQALLEEQNLSVAEGPNYLTACAGPPSRPQRPFCAVCGFPSPYTCVSCGARYCTVRCLGTHQETRCLKWTV. Result: 0 (no interaction). (3) The miRNA is ssc-miR-27b-3p with sequence UUCACAGUGGCUAAGUUCUGC. The protein sequence of the target gene is MKPTQAQMAPAMDSREMVSPAVDLVLGASACCLACVFTNPLEVVKTRLQLQGELQAPGTYPRPYRGFVSSVAAVARADGLWGLQKGLAAGLLYQGLMNGVRFYCYSLACQAGLTQQPGGTVVAGAAAGALGAFVGSPAYLVKTQLQAQTVATMAVGHQHQHQGVLSALETIWRQQGMLGLWRGVGGAVPRVTVGSAAQLATFTSAKAWVQDRQWFLEDSWLVTLAGGMISSIAVVAVMTPLDVVSTRLYNQPVDRAGRGQLYGGLADCLVKTCQQEGPLALYKGLGPAYLRLGPHTILSM.... Result: 0 (no interaction). (4) The miRNA is hsa-miR-939-3p with sequence CCCUGGGCCUCUGCUCCCCAG. The protein sequence of the target gene is MFLLLPFDSLIVNLLGISLTVLFTLLLVFIIVPAIFGVSFGIRKLYMKSLLKIFAWATLRMERGAKEKNHQLYKPYTNGIIAKDPTSLEEEIKEIRRSGSSKALDNTPEFELSDIFYFCRKGMETIMDDEVTKRFSAEELESWNLLSRTNYNFQYISLRLTVLWGLGVLIRYCFLLPLRIALAFTGISLLVVGTTVVGYLPNGRFKEFMSKHVHLMCYRICVRALTAIITYHDRENRPRNGGICVANHTSPIDVIILASDGYYAMVGQVHGGLMGVIQRAMVKACPHVWFERSEVKDRHL.... Result: 1 (interaction). (5) The miRNA is hsa-miR-3616-3p with sequence CGAGGGCAUUUCAUGAUGCAGGC. The protein sequence of the target gene is MSTLYVSPHPDAFPSLRALIAARYGEAGEGPGWGGAHPRICLQPPPTSRTPFPPPRLPALEQGPGGLWVWGATAVAQLLWPAGLGGPGGSRAAVLVQQWVSYADTELIPAACGATLPALGLRSSAQDPQAVLGALGRALSPLEEWLRLHTYLAGEAPTLADLAAVTALLLPFRYVLDPPARRIWNNVTRWFVTCVRQPEFRAVLGEVVLYSGARPLSHQPGPEAPALPKTAAQLKKEAKKREKLEKFQQKQKIQQQQPPPGEKKPKPEKREKRDPGVITYDLPTPPGEKKDVSGPMPDSY.... Result: 0 (no interaction). (6) The miRNA is hsa-miR-762 with sequence GGGGCUGGGGCCGGGGCCGAGC. The protein sequence of the target gene is MAPWLQLCSFFFTVNACLNGSQLAVAAGGSGRARGADTCGWRGVGPASRNSGLHNITFRYDNCTTYLNPGGKHAIADAQNITISQYACHDQVAVTILWSPGALGIEFLKGFRVILEELKSEGRQCQQLILKDPKQLNSSFRRTGMESQPFLNMKFETDYFVKIVPFPSIKNESNYHPFFFRTRACDLLLQPDNLACKPFWKPRNLNISQHGSDMHVSFDHAPQNFGFRGFHVLYKLKHEGPFRRRTCRQDQNTETTSCLLQNVSPGDYIIELVDDSNTTRKAAQYVVKSVQSPWAGPIRA.... Result: 0 (no interaction).